From a dataset of Peptide-MHC class I binding affinity with 185,985 pairs from IEDB/IMGT. Regression. Given a peptide amino acid sequence and an MHC pseudo amino acid sequence, predict their binding affinity value. This is MHC class I binding data. (1) The peptide sequence is VLNHYTPEY. The MHC is HLA-A02:12 with pseudo-sequence HLA-A02:12. The binding affinity (normalized) is 0.0847. (2) The peptide sequence is REILFHNTM. The MHC is HLA-B58:01 with pseudo-sequence HLA-B58:01. The binding affinity (normalized) is 0.0847. (3) The peptide sequence is VASAAQRRGR. The MHC is HLA-B58:01 with pseudo-sequence HLA-B58:01. The binding affinity (normalized) is 0.530. (4) The peptide sequence is RAGYSIVEL. The MHC is HLA-A68:02 with pseudo-sequence HLA-A68:02. The binding affinity (normalized) is 0.344. (5) The peptide sequence is IATLYCVHQR. The MHC is HLA-A03:01 with pseudo-sequence HLA-A03:01. The binding affinity (normalized) is 0.0847. (6) The peptide sequence is APPEDPAVDL. The MHC is Mamu-A01 with pseudo-sequence Mamu-A01. The binding affinity (normalized) is 0. (7) The peptide sequence is GQTVEMSPF. The MHC is HLA-A24:03 with pseudo-sequence HLA-A24:03. The binding affinity (normalized) is 0.213.